The task is: Predict the product of the given reaction.. This data is from Forward reaction prediction with 1.9M reactions from USPTO patents (1976-2016). (1) Given the reactants [Cl:1][C:2]1[CH:7]=[CH:6][CH:5]=[C:4]([F:8])[C:3]=1[C:9]1[NH:13][C:12](=[O:14])[N:11]([C:15]2[CH:23]=[CH:22][C:18]([C:19](O)=[O:20])=[CH:17][CH:16]=2)[N:10]=1.C(N(C(C)C)CC)(C)C.CN(C(ON1N=[N:48][C:43]2[CH:44]=[CH:45][CH:46]=CC1=2)=[N+](C)C)C.[B-](F)(F)(F)F.C1(CN)CC1, predict the reaction product. The product is: [Cl:1][C:2]1[CH:7]=[CH:6][CH:5]=[C:4]([F:8])[C:3]=1[C:9]1[NH:13][C:12](=[O:14])[N:11]([C:15]2[CH:23]=[CH:22][C:18]([C:19]([NH:48][CH2:43][CH:44]3[CH2:46][CH2:45]3)=[O:20])=[CH:17][CH:16]=2)[N:10]=1. (2) Given the reactants [F:1][C:2]([F:12])([F:11])[C:3]1[CH:10]=[CH:9][CH:8]=[CH:7][C:4]=1[C:5]#[N:6].[CH2:13]([Mg]Br)[CH3:14].B(F)(F)F, predict the reaction product. The product is: [F:1][C:2]([F:11])([F:12])[C:3]1[CH:10]=[CH:9][CH:8]=[CH:7][C:4]=1[C:5]1([NH2:6])[CH2:14][CH2:13]1. (3) Given the reactants [OH-].[K+].C1(C)C=CC(S([N:12]2[C:24]3[CH:23]=[CH:22][C:21]([N:25]4[C:37]5[CH:36]=[CH:35][C:34]([C:38]#[N:39])=[CH:33][C:32]=5[C:31]5[C:26]4=[CH:27][CH:28]=[CH:29][CH:30]=5)=[CH:20][C:19]=3[C:18]3[C:13]2=[CH:14][CH:15]=[CH:16][CH:17]=3)(=O)=O)=CC=1.O.Cl, predict the reaction product. The product is: [CH:23]1[C:24]2[NH:12][C:13]3[C:18](=[CH:17][CH:16]=[CH:15][CH:14]=3)[C:19]=2[CH:20]=[C:21]([N:25]2[C:37]3[CH:36]=[CH:35][C:34]([C:38]#[N:39])=[CH:33][C:32]=3[C:31]3[C:26]2=[CH:27][CH:28]=[CH:29][CH:30]=3)[CH:22]=1. (4) Given the reactants [OH:1][CH2:2][CH2:3][CH2:4][CH2:5][C:6]1[CH:11]=[CH:10][C:9]([CH2:12][CH2:13][O:14][C:15]2[C:24]3[C:19](=[CH:20][CH:21]=[CH:22][CH:23]=3)[N:18]=[CH:17][N:16]=2)=[CH:8][CH:7]=1.[C:25]1([CH3:35])[CH:30]=[CH:29][C:28]([S:31](Cl)(=[O:33])=[O:32])=[CH:27][CH:26]=1, predict the reaction product. The product is: [C:25]1([CH3:35])[CH:30]=[CH:29][C:28]([S:31]([O:1][CH2:2][CH2:3][CH2:4][CH2:5][C:6]2[CH:11]=[CH:10][C:9]([CH2:12][CH2:13][O:14][C:15]3[C:24]4[C:19](=[CH:20][CH:21]=[CH:22][CH:23]=4)[N:18]=[CH:17][N:16]=3)=[CH:8][CH:7]=2)(=[O:33])=[O:32])=[CH:27][CH:26]=1. (5) Given the reactants [C:1]([C:3]1[CH:8]=[CH:7][CH:6]=[CH:5][C:4]=1[N:9]1[CH2:14][CH2:13][NH:12][CH2:11][CH2:10]1)#[N:2].C(N(CC)CC)C.[F:22][C:23]([F:38])([F:37])[C:24]1[CH:25]=[C:26]([N:34]=[C:35]=[O:36])[CH:27]=[C:28]([C:30]([F:33])([F:32])[F:31])[CH:29]=1, predict the reaction product. The product is: [F:22][C:23]([F:37])([F:38])[C:24]1[CH:25]=[C:26]([NH:34][C:35]([N:12]2[CH2:13][CH2:14][N:9]([C:4]3[CH:5]=[CH:6][CH:7]=[CH:8][C:3]=3[C:1]#[N:2])[CH2:10][CH2:11]2)=[O:36])[CH:27]=[C:28]([C:30]([F:33])([F:31])[F:32])[CH:29]=1. (6) The product is: [F:1][C:2]1[CH:28]=[CH:27][CH:26]=[CH:25][C:3]=1[CH2:4][C:5]1[C:9]2=[N:10][CH:11]=[CH:12][CH:13]=[C:8]2[N:7]([C:14]2[N:19]=[C:18]([NH2:20])[C:17]([NH2:21])=[C:16]([NH2:24])[N:15]=2)[N:6]=1. Given the reactants [F:1][C:2]1[CH:28]=[CH:27][CH:26]=[CH:25][C:3]=1[CH2:4][C:5]1[C:9]2=[N:10][CH:11]=[CH:12][CH:13]=[C:8]2[N:7]([C:14]2[N:19]=[C:18]([NH2:20])[C:17]([N+:21]([O-])=O)=[C:16]([NH2:24])[N:15]=2)[N:6]=1, predict the reaction product.